Dataset: NCI-60 drug combinations with 297,098 pairs across 59 cell lines. Task: Regression. Given two drug SMILES strings and cell line genomic features, predict the synergy score measuring deviation from expected non-interaction effect. (1) Drug 1: CC1=C(C=C(C=C1)NC2=NC=CC(=N2)N(C)C3=CC4=NN(C(=C4C=C3)C)C)S(=O)(=O)N.Cl. Drug 2: CN1C2=C(C=C(C=C2)N(CCCl)CCCl)N=C1CCCC(=O)O.Cl. Cell line: NCI-H522. Synergy scores: CSS=15.0, Synergy_ZIP=0.720, Synergy_Bliss=1.99, Synergy_Loewe=1.20, Synergy_HSA=2.29. (2) Drug 1: C1=CC(=CC=C1CCCC(=O)O)N(CCCl)CCCl. Drug 2: CC1C(C(=O)NC(C(=O)N2CCCC2C(=O)N(CC(=O)N(C(C(=O)O1)C(C)C)C)C)C(C)C)NC(=O)C3=C4C(=C(C=C3)C)OC5=C(C(=O)C(=C(C5=N4)C(=O)NC6C(OC(=O)C(N(C(=O)CN(C(=O)C7CCCN7C(=O)C(NC6=O)C(C)C)C)C)C(C)C)C)N)C. Cell line: NCI/ADR-RES. Synergy scores: CSS=17.6, Synergy_ZIP=-7.04, Synergy_Bliss=-0.0173, Synergy_Loewe=-0.784, Synergy_HSA=-0.781.